This data is from Full USPTO retrosynthesis dataset with 1.9M reactions from patents (1976-2016). The task is: Predict the reactants needed to synthesize the given product. Given the product [C:1]([C:5]1[CH:6]=[C:7]2[C:12](=[C:13]([F:15])[CH:14]=1)[C:11](=[O:16])[N:10]([CH2:17][C:18]1[C:23]([F:24])=[CH:22][C:21]([C:25]3[CH:30]=[CH:29][NH:28][C:27](=[O:31])[CH:26]=3)=[CH:20][C:19]=1[F:33])[N:9]=[CH:8]2)([CH3:4])([CH3:2])[CH3:3], predict the reactants needed to synthesize it. The reactants are: [C:1]([C:5]1[CH:6]=[C:7]2[C:12](=[C:13]([F:15])[CH:14]=1)[C:11](=[O:16])[N:10]([CH2:17][C:18]1[C:23]([F:24])=[CH:22][C:21]([C:25]3[CH:30]=[CH:29][N:28]=[C:27]([O:31]C)[CH:26]=3)=[CH:20][C:19]=1[F:33])[N:9]=[CH:8]2)([CH3:4])([CH3:3])[CH3:2].B(Br)(Br)Br.